From a dataset of Full USPTO retrosynthesis dataset with 1.9M reactions from patents (1976-2016). Predict the reactants needed to synthesize the given product. (1) Given the product [F:29][C:30]1[CH:31]=[C:32]([C:36]2[N:38]=[C:26]([CH:12]3[CH2:13][CH:14]([C:16]4[CH:21]=[CH:20][CH:19]=[C:18]([C:22]([F:24])([F:25])[F:23])[CH:17]=4)[CH2:15][N:10]([C:8]([N:5]4[CH2:6][CH2:7][CH:2]([OH:1])[CH2:3][CH2:4]4)=[O:9])[CH2:11]3)[O:28][N:37]=2)[CH:33]=[CH:34][CH:35]=1, predict the reactants needed to synthesize it. The reactants are: [OH:1][CH:2]1[CH2:7][CH2:6][N:5]([C:8]([N:10]2[CH2:15][CH:14]([C:16]3[CH:21]=[CH:20][CH:19]=[C:18]([C:22]([F:25])([F:24])[F:23])[CH:17]=3)[CH2:13][CH:12]([C:26]([OH:28])=O)[CH2:11]2)=[O:9])[CH2:4][CH2:3]1.[F:29][C:30]1[CH:31]=[C:32]([C:36](=[N:38]O)[NH2:37])[CH:33]=[CH:34][CH:35]=1. (2) Given the product [Cl:1][C:2]1[CH:7]=[CH:6][CH:5]=[C:4]([Cl:8])[C:3]=1[C:9]([NH:11][C:12]1[CH:33]=[CH:32][C:15]([CH2:16][C@@H:17]([C:29]([OH:31])=[O:30])[NH:18][C:19]([C:21]2([CH2:26][CH2:27][NH:28][C:36](=[O:37])[C:35]([F:46])([F:45])[F:34])[CH2:25][CH2:24][CH2:23][CH2:22]2)=[O:20])=[CH:14][CH:13]=1)=[O:10], predict the reactants needed to synthesize it. The reactants are: [Cl:1][C:2]1[CH:7]=[CH:6][CH:5]=[C:4]([Cl:8])[C:3]=1[C:9]([NH:11][C:12]1[CH:33]=[CH:32][C:15]([CH2:16][C@@H:17]([C:29]([OH:31])=[O:30])[NH:18][C:19]([C:21]2([CH2:26][CH2:27][NH2:28])[CH2:25][CH2:24][CH2:23][CH2:22]2)=[O:20])=[CH:14][CH:13]=1)=[O:10].[F:34][C:35]([F:46])([F:45])[C:36](O[C:36](=[O:37])[C:35]([F:46])([F:45])[F:34])=[O:37]. (3) Given the product [OH:11][C:8]1[CH:7]=[CH:6][C:5]([CH:12]2[CH2:17][CH2:16][C:15](=[CH:44][C:45]([O:46][CH2:47][CH3:43])=[O:52])[CH2:14][CH2:13]2)=[CH:10][CH:9]=1, predict the reactants needed to synthesize it. The reactants are: O1[C:5]2([CH2:10][CH2:9][C:8](=[O:11])[CH2:7][CH2:6]2)OCC1.[CH:12]1[CH:17]=[CH:16][C:15](N(S(C(F)(F)F)(=O)=O)S(C(F)(F)F)(=O)=O)=[CH:14][CH:13]=1.C[Si]([N-][Si](C)(C)C)(C)C.[Na+].[CH2:43]1[CH2:47][O:46][CH2:45][CH2:44]1.CC([O:52]C)(C)C. (4) Given the product [NH:8]1[CH2:11][CH:10]([O:12][C:13]2[N:14]([CH:40]([CH3:42])[CH3:41])[C:15]3[CH:20]=[C:19]([NH:21][C:22]4[CH:27]=[CH:26][N:25]=[C:24]([C:28]5[CH:29]=[N:30][N:31]([S:33]([CH:36]6[CH2:37][CH2:38]6)(=[O:35])=[O:34])[CH:32]=5)[N:23]=4)[N:18]=[CH:17][C:16]=3[N:39]=2)[CH2:9]1, predict the reactants needed to synthesize it. The reactants are: C(OC([N:8]1[CH2:11][CH:10]([O:12][C:13]2[N:14]([CH:40]([CH3:42])[CH3:41])[C:15]3[CH:20]=[C:19]([NH:21][C:22]4[CH:27]=[CH:26][N:25]=[C:24]([C:28]5[CH:29]=[N:30][N:31]([S:33]([CH:36]6[CH2:38][CH2:37]6)(=[O:35])=[O:34])[CH:32]=5)[N:23]=4)[N:18]=[CH:17][C:16]=3[N:39]=2)[CH2:9]1)=O)(C)(C)C.FC(F)(F)C(O)=O.C(=O)(O)[O-].[Na+]. (5) Given the product [OH:1][C:2]([C:5]1[NH:6][C:7]2=[C:10]([C:11]#[N:12])[C:18]([CH3:20])=[C:17]([C:21]3[CH:26]=[CH:25][CH:24]=[CH:23][CH:22]=3)[C:16](=[O:15])[N:8]2[N:9]=1)([CH3:4])[CH3:3], predict the reactants needed to synthesize it. The reactants are: [OH:1][C:2]([C:5]1[N:6]=[C:7]([CH2:10][C:11]#[N:12])[NH:8][N:9]=1)([CH3:4])[CH3:3].C([O:15][C:16](=O)[CH:17]([C:21]1[CH:26]=[CH:25][CH:24]=[CH:23][CH:22]=1)[C:18]([CH3:20])=O)C.C([O-])(=O)C.[NH4+].Cl.